This data is from Full USPTO retrosynthesis dataset with 1.9M reactions from patents (1976-2016). The task is: Predict the reactants needed to synthesize the given product. (1) The reactants are: Br[C:2]1[O:6][C:5]([CH3:7])=[N:4][C:3]=1[C:8]1[CH:13]=[CH:12][C:11]([N+:14]([O-:16])=[O:15])=[CH:10][CH:9]=1.[CH3:17][C:18]1[CH:23]=[CH:22][C:21]([S:24]([N:27]2[C:31]3=[N:32][CH:33]=[CH:34][C:35](B4OC(C)(C)C(C)(C)O4)=[C:30]3[CH:29]=[CH:28]2)(=[O:26])=[O:25])=[CH:20][CH:19]=1. Given the product [CH3:7][C:5]1[O:6][C:2]([C:35]2[CH:34]=[CH:33][N:32]=[C:31]3[N:27]([S:24]([C:21]4[CH:22]=[CH:23][C:18]([CH3:17])=[CH:19][CH:20]=4)(=[O:25])=[O:26])[CH:28]=[CH:29][C:30]=23)=[C:3]([C:8]2[CH:13]=[CH:12][C:11]([N+:14]([O-:16])=[O:15])=[CH:10][CH:9]=2)[N:4]=1, predict the reactants needed to synthesize it. (2) Given the product [F:14][C:15]1[CH:16]=[C:17]([C:5]2[S:4][C:3]([CH:9]=[O:13])=[C:2]([C:31]3[CH:32]=[CH:33][C:28]([OH:27])=[CH:29][CH:30]=3)[C:6]=2[CH3:7])[CH:18]=[CH:19][C:20]=1[OH:21], predict the reactants needed to synthesize it. The reactants are: Br[C:2]1[C:6]([CH3:7])=[C:5](I)[S:4][C:3]=1[CH:9]1[O:13]CCO1.[F:14][C:15]1[CH:16]=[C:17](B(O)O)[CH:18]=[CH:19][C:20]=1[O:21]C.C[O:27][C:28]1[CH:33]=[CH:32][C:31](B(O)O)=[CH:30][CH:29]=1. (3) Given the product [Cl:1][C:2]1[CH:15]=[CH:14][C:5]2[CH:6]([CH2:9][S:10]([Cl:13])(=[O:11])=[O:12])[O:19][CH2:18][C:4]=2[CH:3]=1, predict the reactants needed to synthesize it. The reactants are: [Cl:1][C:2]1[CH:15]=[CH:14][C:5]2[CH:6]([CH2:9][S:10]([Cl:13])(=[O:12])=[O:11])CO[C:4]=2[CH:3]=1.BrC[CH:18]1C2C=CC(Cl)=CC=2C[O:19]1. (4) The reactants are: [Br:1][C:2]1[CH:7]=[CH:6][C:5]([C:8](=O)[CH2:9][CH2:10][CH2:11][NH:12]C(=O)OC(C)(C)C)=[CH:4][CH:3]=1.[OH-].[Na+]. Given the product [Br:1][C:2]1[CH:7]=[CH:6][C:5]([C:8]2[CH2:9][CH2:10][CH2:11][N:12]=2)=[CH:4][CH:3]=1, predict the reactants needed to synthesize it. (5) Given the product [CH3:2][O:3][C:5]1[C:11]2[CH:12]=[CH:13][CH:14]=[CH:15][C:10]=2[C:9](=[O:16])[C:8]2[CH:17]=[CH:18][CH:19]=[CH:20][C:7]=2[CH:6]=1, predict the reactants needed to synthesize it. The reactants are: [K].[CH3:2][OH:3].Br[C:5]1[C:11]2[CH:12]=[CH:13][CH:14]=[CH:15][C:10]=2[C:9](=[O:16])[C:8]2[CH:17]=[CH:18][CH:19]=[CH:20][C:7]=2[CH:6]=1. (6) Given the product [CH:8]1([NH:11][C:5](=[O:7])[CH2:4][CH:1]2[CH2:2][CH2:3]2)[CH2:10][CH2:9]1, predict the reactants needed to synthesize it. The reactants are: [CH:1]1([CH2:4][C:5]([OH:7])=O)[CH2:3][CH2:2]1.[CH:8]1([NH2:11])[CH2:10][CH2:9]1.C1C=C2N=NN(O)C2=CC=1.O. (7) Given the product [Cl:1][C:2]1[CH:3]=[N:4][CH:5]=[C:6]([Cl:16])[C:7]=1[N:8]1[CH2:13][CH2:12][C:11]([CH3:18])([C:14]#[N:15])[CH2:10][CH2:9]1, predict the reactants needed to synthesize it. The reactants are: [Cl:1][C:2]1[CH:3]=[N:4][CH:5]=[C:6]([Cl:16])[C:7]=1[N:8]1[CH2:13][CH2:12][CH:11]([C:14]#[N:15])[CH2:10][CH2:9]1.[Li+].[CH3:18]C([N-]C(C)C)C.CI.O. (8) Given the product [Cl:35][C:25]1[C:24](=[O:36])[N:23]([CH3:22])[CH:28]=[C:27]2[CH2:29][N:21]([CH2:20][CH2:19][C:11]3[N:10]([CH3:9])[C:14]4[CH:15]=[CH:16][CH:17]=[CH:18][C:13]=4[N:12]=3)[C:31](=[O:32])[C:26]=12, predict the reactants needed to synthesize it. The reactants are: C([O-])([O-])=O.[K+].[K+].Cl.Cl.[CH3:9][N:10]1[C:14]2[CH:15]=[CH:16][CH:17]=[CH:18][C:13]=2[N:12]=[C:11]1[CH2:19][CH2:20][NH2:21].[CH3:22][N:23]1[CH:28]=[C:27]([CH2:29]Cl)[C:26]([C:31](OC)=[O:32])=[C:25]([Cl:35])[C:24]1=[O:36]. (9) Given the product [N:10]1[C:7]2[C:6](=[CH:5][C:4]([C:3]([O:2][CH3:1])=[O:12])=[CH:9][CH:8]=2)[N:11]=[CH:15][CH:13]=1, predict the reactants needed to synthesize it. The reactants are: [CH3:1][O:2][C:3](=[O:12])[C:4]1[CH:9]=[CH:8][C:7]([NH2:10])=[C:6]([NH2:11])[CH:5]=1.[CH:13]([CH:15]=O)=O.O.